Dataset: Full USPTO retrosynthesis dataset with 1.9M reactions from patents (1976-2016). Task: Predict the reactants needed to synthesize the given product. (1) The reactants are: Cl.[F:2][C:3]([F:20])([F:19])[C:4]1[CH:5]=[C:6]([CH:16]=[CH:17][CH:18]=1)[CH2:7][O:8][N:9]=[C:10]1[CH2:15][CH2:14][NH:13][CH2:12][CH2:11]1.[C:21](Cl)([CH:23]=[CH2:24])=[O:22].N1C=CC=C[CH:27]=1. Given the product [F:20][C:3]([F:2])([F:19])[C:4]1[CH:5]=[C:6]([CH:16]=[CH:17][CH:18]=1)[CH2:7][O:8][N:9]=[C:10]1[CH2:15][CH2:14][N:13]([C:21](=[O:22])[CH2:23][CH:24]=[CH2:27])[CH2:12][CH2:11]1, predict the reactants needed to synthesize it. (2) Given the product [CH3:18][N:16]1[C:17]2[C:9]3=[C:8]([O:19][C:20]4[CH:21]=[CH:22][C:23]([O:26][CH2:29][C:30]5[CH:39]=[CH:38][C:37]6[C:32](=[CH:33][CH:34]=[CH:35][CH:36]=6)[N:31]=5)=[CH:24][CH:25]=4)[S:7][C:6]([C:4]([NH2:47])=[O:3])=[C:10]3[CH2:11][CH2:12][C:13]=2[CH:14]=[N:15]1, predict the reactants needed to synthesize it. The reactants are: C([O:3][C:4]([C:6]1[S:7][C:8]([O:19][C:20]2[CH:25]=[CH:24][C:23]([OH:26])=[CH:22][CH:21]=2)=[C:9]2[C:17]3[N:16]([CH3:18])[N:15]=[CH:14][C:13]=3[CH2:12][CH2:11][C:10]=12)=O)C.Cl.Cl[CH2:29][C:30]1[CH:39]=[CH:38][C:37]2[C:32](=[CH:33][CH:34]=[CH:35][CH:36]=2)[N:31]=1.C(=O)([O-])[O-].[K+].[K+].C[N:47](C=O)C. (3) Given the product [ClH:18].[Cl:18][C:14]1[CH:13]=[C:12]([C@@H:10]([OH:11])[CH2:9][NH:8][CH2:19][CH2:20][C:21]2[CH:26]=[CH:25][C:24]([S:27]([C:30]3[CH:31]=[C:32]([CH2:36][CH2:37][C:38]([O:40][CH2:43][CH3:44])=[O:39])[CH:33]=[CH:34][CH:35]=3)(=[O:29])=[O:28])=[CH:23][CH:22]=2)[CH:17]=[CH:16][CH:15]=1, predict the reactants needed to synthesize it. The reactants are: C(OC([N:8]([CH2:19][CH2:20][C:21]1[CH:26]=[CH:25][C:24]([S:27]([C:30]2[CH:31]=[C:32]([CH2:36][CH2:37][C:38]([OH:40])=[O:39])[CH:33]=[CH:34][CH:35]=2)(=[O:29])=[O:28])=[CH:23][CH:22]=1)[CH2:9][C@@H:10]([C:12]1[CH:17]=[CH:16][CH:15]=[C:14]([Cl:18])[CH:13]=1)[OH:11])=O)(C)(C)C.Cl.O1CCO[CH2:44][CH2:43]1. (4) Given the product [NH2:9][C:4]1[N:3]=[C:2]([C:20]2[CH:21]=[CH:22][C:17]([C:15]([O:14][C:10]([CH3:11])([CH3:12])[CH3:13])=[O:16])=[CH:18][CH:19]=2)[C:7]([CH3:8])=[CH:6][N:5]=1, predict the reactants needed to synthesize it. The reactants are: Cl[C:2]1[C:7]([CH3:8])=[CH:6][N:5]=[C:4]([NH2:9])[N:3]=1.[C:10]([O:14][C:15]([C:17]1[CH:22]=[CH:21][C:20](B(O)O)=[CH:19][CH:18]=1)=[O:16])([CH3:13])([CH3:12])[CH3:11].C([O-])([O-])=O.[Na+].[Na+]. (5) Given the product [Cl:1][C:2]1[CH:18]=[CH:17][C:5]2[CH2:6][CH2:7][N:8]([C:11](=[O:16])[C:12]([F:15])([F:14])[F:13])[CH2:9][CH2:10][C:4]=2[C:3]=1[NH:38][CH2:37][C:36]1[CH:35]=[CH:34][C:33]([C:29]2[N:28]([CH3:27])[CH:32]=[CH:31][N:30]=2)=[CH:40][CH:39]=1, predict the reactants needed to synthesize it. The reactants are: [Cl:1][C:2]1[CH:18]=[CH:17][C:5]2[CH2:6][CH2:7][N:8]([C:11](=[O:16])[C:12]([F:15])([F:14])[F:13])[CH2:9][CH2:10][C:4]=2[C:3]=1OS(C(F)(F)F)(=O)=O.[CH3:27][N:28]1[CH:32]=[CH:31][N:30]=[C:29]1[C:33]1[CH:40]=[CH:39][C:36]([CH2:37][NH2:38])=[CH:35][CH:34]=1.